Dataset: Catalyst prediction with 721,799 reactions and 888 catalyst types from USPTO. Task: Predict which catalyst facilitates the given reaction. (1) Reactant: [Cl:1][C:2]1[CH:11]=[CH:10][C:9]2[N:8]=[C:7]([CH2:12][CH2:13][CH2:14][CH2:15][C:16]#[N:17])[CH:6]=[CH:5][C:4]=2[C:3]=1[C:18]([NH:20][CH2:21][C:22]12[CH2:31][CH:26]3[CH2:27][CH:28]([CH2:30][CH:24]([CH2:25]3)[CH2:23]1)[CH2:29]2)=[O:19].C[Si]([N:36]=[N+:37]=[N-:38])(C)C.C([Sn](=O)CCCC)CCC. Product: [Cl:1][C:2]1[CH:11]=[CH:10][C:9]2[N:8]=[C:7]([CH2:12][CH2:13][CH2:14][CH2:15][C:16]3[N:36]=[N:37][NH:38][N:17]=3)[CH:6]=[CH:5][C:4]=2[C:3]=1[C:18]([NH:20][CH2:21][C:22]12[CH2:29][CH:28]3[CH2:27][CH:26]([CH2:25][CH:24]([CH2:30]3)[CH2:23]1)[CH2:31]2)=[O:19]. The catalyst class is: 11. (2) Reactant: [N:1]([C:4]([CH3:10])([CH3:9])[CH2:5][C:6](Cl)=[O:7])=[N+:2]=[N-:3].[NH:11]1[CH2:15][CH2:14][CH2:13][CH2:12]1.O. Product: [N:1]([C:4]([CH3:10])([CH3:9])[CH2:5][C:6]([N:11]1[CH2:15][CH2:14][CH2:13][CH2:12]1)=[O:7])=[N+:2]=[N-:3]. The catalyst class is: 26. (3) Reactant: [N+:1]([C:4]1[CH:9]=[CH:8][C:7]([CH2:10][C:11]([OH:13])=O)=[CH:6][CH:5]=1)([O-:3])=[O:2].[CH3:14][N:15](C(ON1N=NC2C=CC=NC1=2)=[N+](C)C)C.F[P-](F)(F)(F)(F)F.CCN(C(C)C)C(C)C.Cl.CN. Product: [CH3:14][NH:15][C:11](=[O:13])[CH2:10][C:7]1[CH:8]=[CH:9][C:4]([N+:1]([O-:3])=[O:2])=[CH:5][CH:6]=1. The catalyst class is: 2. (4) Reactant: Cl[C:2]1[CH:3]=[C:4]([C:27]([F:30])([F:29])[F:28])[C:5]([N:8]2[C:12]3=[N:13][CH:14]=[N:15][C:16]([O:17][C@@H:18]([CH2:23][O:24][CH2:25][CH3:26])[C:19]([O:21][CH3:22])=[O:20])=[C:11]3[CH:10]=[N:9]2)=[N:6][CH:7]=1. Product: [CH2:25]([O:24][CH2:23][C@H:18]([O:17][C:16]1[C:11]2[CH:10]=[N:9][N:8]([C:5]3[C:4]([C:27]([F:28])([F:29])[F:30])=[CH:3][CH:2]=[CH:7][N:6]=3)[C:12]=2[N:13]=[CH:14][N:15]=1)[C:19]([O:21][CH3:22])=[O:20])[CH3:26]. The catalyst class is: 43. (5) Reactant: Cl[C:2]1[N:7]=[C:6]([Cl:8])[CH:5]=[C:4]([Cl:9])[N:3]=1.C(=O)([O-])[O-].[K+].[K+].[N:16]1([CH2:22][C:23]2[CH:28]=[CH:27][C:26]([CH2:29][NH:30][C:31](=[O:33])[CH3:32])=[CH:25][CH:24]=2)[CH2:21][CH2:20][NH:19][CH2:18][CH2:17]1.O. Product: [Cl:9][C:4]1[CH:5]=[C:6]([Cl:8])[N:7]=[C:2]([N:19]2[CH2:18][CH2:17][N:16]([CH2:22][C:23]3[CH:24]=[CH:25][C:26]([CH2:29][NH:30][C:31](=[O:33])[CH3:32])=[CH:27][CH:28]=3)[CH2:21][CH2:20]2)[N:3]=1. The catalyst class is: 10.